The task is: Predict the reaction yield, written as a fraction of the theoretical maximum amount of product (1.0 means a 100% yield; for example, 0.34 means a 34% yield).. This data is from Reaction yield outcomes from USPTO patents with 853,638 reactions. (1) The reactants are [NH3:1].Cl[C:3]1[N:8]=[CH:7][N:6]=[C:5]([NH:9][C:10]2[CH:18]=[C:17]3[C:13]([CH:14]=[CH:15][NH:16]3)=[CH:12][CH:11]=2)[CH:4]=1. The catalyst is CO. The product is [NH2:1][C:3]1[N:8]=[CH:7][N:6]=[C:5]([NH:9][C:10]2[CH:18]=[C:17]3[C:13]([CH:14]=[CH:15][NH:16]3)=[CH:12][CH:11]=2)[CH:4]=1. The yield is 0.780. (2) The reactants are Br[C:2]1[CH:3]=[C:4]2[C:8](=[C:9]([Cl:11])[CH:10]=1)[C:7](=[O:12])[N:6]([CH2:13][C:14]1[CH:19]=[CH:18][C:17]([Cl:20])=[CH:16][CH:15]=1)[CH2:5]2.C(P(C(C)(C)C)C1C=CC2C(=CC=CC=2)C=1C1C2C(=CC=CC=2)C=CC=1)(C)(C)C.C(=O)([O-])[O-].[Cs+].[Cs+].[F:56][CH:57]([F:60])[CH2:58][OH:59]. The catalyst is C1(C)C=CC=CC=1.C([O-])(=O)C.[Pd+2].C([O-])(=O)C. The product is [F:56][CH:57]([F:60])[CH2:58][O:59][C:2]1[CH:3]=[C:4]2[C:8](=[C:9]([Cl:11])[CH:10]=1)[C:7](=[O:12])[N:6]([CH2:13][C:14]1[CH:19]=[CH:18][C:17]([Cl:20])=[CH:16][CH:15]=1)[CH2:5]2. The yield is 0.500. (3) The reactants are I[C:2]1[CH:10]=[C:9]2[C:5]([CH2:6][CH2:7][CH2:8]2)=[CH:4][C:3]=1[NH2:11].[Cu][C:13]#[N:14].[NH4+].[OH-].ClCCl. The catalyst is CN(C=O)C. The product is [NH2:11][C:3]1[CH:4]=[C:5]2[C:9]([CH2:8][CH2:7][CH2:6]2)=[CH:10][C:2]=1[C:13]#[N:14]. The yield is 0.590. (4) The reactants are Cl[C:2]1[CH:7]=[CH:6][N:5]=[C:4]([N:8]2[C:20](=[O:21])[C:19]3[N:11]([C:12]4[C@H:13]5[CH2:22][C@@H:16]([C:17]=4[CH:18]=3)[CH2:15][CH2:14]5)[CH2:10][CH2:9]2)[C:3]=1[CH:23]=[O:24].[CH3:25][N:26]1[CH:31]=[C:30](B2OC(C)(C)C(C)(C)O2)[CH:29]=[C:28]([NH:41][C:42]2[CH:47]=[CH:46][C:45]([N:48]3[CH2:53][CH2:52][N:51]([CH:54]4[CH2:57][O:56][CH2:55]4)[CH2:50][C@@H:49]3[CH3:58])=[CH:44][N:43]=2)[C:27]1=[O:59].C([O-])(=O)C.[Na+].C(#N)C. The catalyst is C1C=CC(P(C2C=CC=CC=2)[C-]2C=CC=C2)=CC=1.C1C=CC(P(C2C=CC=CC=2)[C-]2C=CC=C2)=CC=1.Cl[Pd]Cl.[Fe+2].O. The product is [CH3:25][N:26]1[C:27](=[O:59])[C:28]([NH:41][C:42]2[CH:47]=[CH:46][C:45]([N:48]3[CH2:53][CH2:52][N:51]([CH:54]4[CH2:55][O:56][CH2:57]4)[CH2:50][C@@H:49]3[CH3:58])=[CH:44][N:43]=2)=[CH:29][C:30]([C:2]2[CH:7]=[CH:6][N:5]=[C:4]([N:8]3[C:20](=[O:21])[C:19]4[N:11]([C:12]5[C@H:13]6[CH2:22][C@@H:16]([C:17]=5[CH:18]=4)[CH2:15][CH2:14]6)[CH2:10][CH2:9]3)[C:3]=2[CH:23]=[O:24])=[CH:31]1. The yield is 0.440. (5) The reactants are [Cl:1][C:2]1[C:7]([C:8](Cl)=[O:9])=[CH:6][C:5]([Cl:11])=[CH:4][N:3]=1.I.[NH2:13][C:14]([S:16][CH3:17])=[NH:15].C(N(CC)CC)C. The catalyst is C(Cl)(Cl)Cl.N1C=CC=CC=1.C(OCC)(=O)C. The product is [Cl:1][C:2]1[C:7]([C:8]([NH:15][C:14](=[NH:13])[S:16][CH3:17])=[O:9])=[CH:6][C:5]([Cl:11])=[CH:4][N:3]=1. The yield is 0.580. (6) The reactants are C(OC(=O)[NH:7][CH:8]1[CH2:13][CH2:12][N:11]([C:14]2[C:19]([Cl:20])=[CH:18][C:17]([C:21]([F:24])([F:23])[F:22])=[CH:16][N:15]=2)[CH2:10][CH2:9]1)(C)(C)C.CO.Cl. The catalyst is C1COCC1.O1CCOCC1. The product is [Cl:20][C:19]1[C:14]([N:11]2[CH2:10][CH2:9][CH:8]([NH2:7])[CH2:13][CH2:12]2)=[N:15][CH:16]=[C:17]([C:21]([F:23])([F:24])[F:22])[CH:18]=1. The yield is 1.28. (7) The reactants are [Cl:1][C:2]1[C:3]([O:30][C@H:31]2[CH2:35][CH2:34][CH2:33][C@@H:32]2[C:36]2[N:40]([CH3:41])[N:39]=[CH:38][CH:37]=2)=[CH:4][C:5]([F:29])=[C:6]([S:8]([N:11](CC2C=CC(OC)=CC=2OC)[C:12]2[CH:17]=[CH:16][N:15]=[CH:14][N:13]=2)(=[O:10])=[O:9])[CH:7]=1.C([SiH](CC)CC)C.FC(F)(F)C(O)=O. The yield is 0.510. The product is [Cl:1][C:2]1[C:3]([O:30][C@H:31]2[CH2:35][CH2:34][CH2:33][C@@H:32]2[C:36]2[N:40]([CH3:41])[N:39]=[CH:38][CH:37]=2)=[CH:4][C:5]([F:29])=[C:6]([S:8]([NH:11][C:12]2[CH:17]=[CH:16][N:15]=[CH:14][N:13]=2)(=[O:10])=[O:9])[CH:7]=1. The catalyst is ClCCl.